From a dataset of Forward reaction prediction with 1.9M reactions from USPTO patents (1976-2016). Predict the product of the given reaction. (1) The product is: [Si:1]([O:8][C@H:9]1[CH2:10][C@H:11]([N:23]2[C:27]3[N:28]=[CH:29][N:30]=[C:31]([NH:32][CH2:33][CH:34]4[CH2:36][CH2:35]4)[C:26]=3[CH:25]=[CH:24]2)[CH2:12][C@H:13]1[CH2:14][OH:15])([C:4]([CH3:7])([CH3:6])[CH3:5])([CH3:3])[CH3:2]. Given the reactants [Si:1]([O:8][C@@H:9]1[C@H:13]([CH2:14][O:15][Si](C(C)(C)C)(C)C)[CH2:12][C@@H:11]([N:23]2[C:27]3[N:28]=[CH:29][N:30]=[C:31]([NH:32][CH2:33][CH:34]4[CH2:36][CH2:35]4)[C:26]=3[CH:25]=[CH:24]2)[CH2:10]1)([C:4]([CH3:7])([CH3:6])[CH3:5])([CH3:3])[CH3:2], predict the reaction product. (2) Given the reactants [H-].[Na+].[C:3]([C:7]1[CH:12]=[CH:11][C:10]([S:13]([NH2:16])(=[O:15])=[O:14])=[CH:9][CH:8]=1)([CH3:6])([CH3:5])[CH3:4].[Cl:17][C:18]1[C:23]([O:24][C:25]2[CH:30]=[CH:29][CH:28]=[CH:27][C:26]=2[O:31][CH3:32])=[C:22](Cl)[N:21]=[C:20]([C:34]2[N:39]=[CH:38][CH:37]=[CH:36][N:35]=2)[N:19]=1.Cl, predict the reaction product. The product is: [Cl:17][C:18]1[N:19]=[C:20]([C:34]2[N:39]=[CH:38][CH:37]=[CH:36][N:35]=2)[N:21]=[C:22]([NH:16][S:13]([C:10]2[CH:11]=[CH:12][C:7]([C:3]([CH3:6])([CH3:4])[CH3:5])=[CH:8][CH:9]=2)(=[O:14])=[O:15])[C:23]=1[O:24][C:25]1[CH:30]=[CH:29][CH:28]=[CH:27][C:26]=1[O:31][CH3:32]. (3) Given the reactants [C:1]1([P:7](=[O:10])([OH:9])[OH:8])[CH:6]=[CH:5][CH:4]=[CH:3][CH:2]=1.[S:11](=[O:15])(=[O:14])([OH:13])[OH:12], predict the reaction product. The product is: [S:11](=[O:13])(=[O:12])([OH:15])[OH:14].[S:11]([C:3]1[CH:2]=[C:1]([P:7](=[O:9])([OH:8])[OH:10])[CH:6]=[CH:5][CH:4]=1)([OH:14])(=[O:13])=[O:12]. (4) Given the reactants [C:1]([O:5][C:6](=[O:17])[NH:7][C@H:8]1[CH2:13][CH2:12][CH2:11][C@H:10]([C:14](=O)[NH2:15])[CH2:9]1)([CH3:4])([CH3:3])[CH3:2].ClC1N=C(Cl)N=C(Cl)N=1.C(=O)([O-])O.[Na+], predict the reaction product. The product is: [C:1]([O:5][C:6](=[O:17])[NH:7][C@H:8]1[CH2:13][CH2:12][CH2:11][C@H:10]([C:14]#[N:15])[CH2:9]1)([CH3:4])([CH3:2])[CH3:3]. (5) Given the reactants [Br:1][C:2]1[C:3]([O:15][CH2:16][C:17]([F:20])([F:19])[F:18])=[N:4][C:5]([C:11]([F:14])([F:13])[F:12])=[C:6]([CH:10]=1)[C:7]([OH:9])=O.[NH2:21][C@@H:22]1[CH2:27][CH2:26][CH2:25][CH2:24][C@H:23]1[OH:28], predict the reaction product. The product is: [Br:1][C:2]1[C:3]([O:15][CH2:16][C:17]([F:20])([F:19])[F:18])=[N:4][C:5]([C:11]([F:14])([F:13])[F:12])=[C:6]([CH:10]=1)[C:7]([NH:21][C@@H:22]1[CH2:27][CH2:26][CH2:25][CH2:24][C@H:23]1[OH:28])=[O:9]. (6) Given the reactants Br[CH2:2][CH:3]([C:5]1[C:14]2[CH:15]=[CH:16][C:17]([F:19])=[CH:18][C:13]=2[C:12]2[C:11](=[O:20])[NH:10][CH:9]=[CH:8][C:7]=2[N:6]=1)[CH3:4].C(#N)C.[NH:24]1[CH2:29][CH2:28][O:27][CH2:26][CH2:25]1, predict the reaction product. The product is: [F:19][C:17]1[CH:16]=[CH:15][C:14]2[C:5]([CH:3]([CH3:4])[CH2:2][N:24]3[CH2:29][CH2:28][O:27][CH2:26][CH2:25]3)=[N:6][C:7]3[CH:8]=[CH:9][NH:10][C:11](=[O:20])[C:12]=3[C:13]=2[CH:18]=1.